Task: Regression. Given a target protein amino acid sequence and a drug SMILES string, predict the binding affinity score between them. We predict pKd (pKd = -log10(Kd in M); higher means stronger binding). Dataset: bindingdb_kd.. Dataset: Drug-target binding data from BindingDB using Kd measurements The small molecule is CCn1c(-c2nonc2N)nc2c(C#CC(C)(C)O)ncc(OC[C@H]3CCCNC3)c21. The target protein (P29323) has sequence MALRRLGAALLLLPLLAAVEETLMDSTTATAELGWMVHPPSGWEEVSGYDENMNTIRTYQVCNVFESSQNNWLRTKFIRRRGAHRIHVEMKFSVRDCSSIPSVPGSCKETFNLYYYEADFDSATKTFPNWMENPWVKVDTIAADESFSQVDLGGRVMKINTEVRSFGPVSRSGFYLAFQDYGGCMSLIAVRVFYRKCPRIIQNGAIFQETLSGAESTSLVAARGSCIANAEEVDVPIKLYCNGDGEWLVPIGRCMCKAGFEAVENGTVCRGCPSGTFKANQGDEACTHCPINSRTTSEGATNCVCRNGYYRADLDPLDMPCTTIPSAPQAVISSVNETSLMLEWTPPRDSGGREDLVYNIICKSCGSGRGACTRCGDNVQYAPRQLGLTEPRIYISDLLAHTQYTFEIQAVNGVTDQSPFSPQFASVNITTNQAAPSAVSIMHQVSRTVDSITLSWSQPDQPNGVILDYELQYYEKELSEYNATAIKSPTNTVTVQGLKA.... The pKd is 5.0.